Dataset: Experimentally validated miRNA-target interactions with 360,000+ pairs, plus equal number of negative samples. Task: Binary Classification. Given a miRNA mature sequence and a target amino acid sequence, predict their likelihood of interaction. (1) The miRNA is hsa-miR-3923 with sequence AACUAGUAAUGUUGGAUUAGGG. The protein sequence of the target gene is MTAGRRMEMLCAGRVPALLLCLGFHLLQAVLSTTVIPSCIPGESSDNCTALVQTEDNPRVAQVSITKCSSDMNGYCLHGQCIYLVDMSQNYCRCEVGYTGVRCEHFFLTVHQPLSKEYVALTVILIILFLITVVGSTYYFCRWYRNRKSKEPKKEYERVTSGDPELPQV. Result: 1 (interaction). (2) The miRNA is hsa-miR-5588-5p with sequence ACUGGCAUUAGUGGGACUUUU. The protein sequence of the target gene is MQTSETGSDTGSTVTLQTSVASQAAVPTQVVQQVPVQQQVQQVQTVQQVQHVYPAQVQYVEGSDTVYTNGAIRTTTYPYTETQMYSQNTGGNYFDTQGSSAQVTTVVSSHSMVGTGGIQMGVTGGQLISSSGGTYLIGNSMENSGHSVTHTTRASPATIEMAIETLQKSDGLSTHRSSLLNSHLQWLLDNYETAEGVSLPRSTLYNHYLRHCQEHKLDPVNAASFGKLIRSIFMGLRTRRLGTRGNSKYHYYGIRVKPDSPLNRLQEDMQYMAMRQQPMQQKQRYKPMQKVDGVADGFTG.... Result: 0 (no interaction). (3) The miRNA is hsa-miR-4746-3p with sequence AGCGGUGCUCCUGCGGGCCGA. The protein sequence of the target gene is MRFTFPLMAIVLEIAMIVLFGLFVEYETDQTVLEQLNITKPTDMGIFFELYPLFQDVHVMIFVGFGFLMTFLKKYGFSSVGINLLVAALGLQWGTIVQGILQSQGQKFNIGIKNMINADFSAATVLISFGAVLGKTSPTQMLIMTILEIVFFAHNEYLVSEIFKASDIGASMTIHAFGAYFGLAVAGILYRSGLRKGHENEESAYYSDLFAMIGTLFLWMFWPSFNSAIAEPGDKQCRAIVNTYFSLAACVLTAFAFSSLVEHRGKLNMVHIQNATLAGGVAVGTCADMAIHPFGSMIIG.... Result: 0 (no interaction). (4) The miRNA is hsa-miR-6727-3p with sequence UCCUGCCACCUCCUCCGCAG. The protein sequence of the target gene is MATSGANGPGSATASASNPRKFSEKIALQKQRQAEETAAFEEVMMDIGSTRLQAQKLRLAYTRSSHYGGSLPNVNQIGSGLAEFQSPLHSPLDSSRSTRHHGLVERVQRDPRRMVSPLRRYTRHIDSSPYSPAYLSPPPESSWRRTMAWGNFPAEKGQLFRLPSALNRTSSDSALHTSVMNPSPQDTYPGPTPPSILPSRRGGILDGEMDPKVPAIEENLLDDKHLLKPWDAKKLSSSSSRPRSCEVPGINIFPSPDQPANVPVLPPAMNTGGSLPDLTNLHFPPPLPTPLDPEETAYPS.... Result: 1 (interaction). (5) The miRNA is hsa-miR-1247-3p with sequence CCCCGGGAACGUCGAGACUGGAGC. The protein sequence of the target gene is MAQESVMFSDVSVDFSQEEWECLNDDQRDLYRDVMLENYSNLVSMGHSISKPNVISYLEQGKEPWLADRELTRGQWPVLESRCETKKLFLKKEIYEIESTQWEIMEKLTRRDFQCSSFRDDWECNRQFKKELGSQGGHFNQLVFTHEDLPTLSHHPSFTLQQIINSKKKFCASKEYRKTFRHGSQFATHEIIHTIEKPYECKECGKSFRHPSRLTHHQKIHTGKKPFECKECGKTFICGSDLTRHHRIHTGEKPYECKECGKAFSSGSNFTRHQRIHTGEKPYECKECGKAFSSGSNFTQ.... Result: 1 (interaction). (6) The miRNA is mmu-miR-6951-5p with sequence UUGUAUUUGUGUGAUUAAAGU. The protein sequence of the target gene is MAADKPADQGAEKHEGTGQSSGITDQEKELSTNAFQAFTSGNYDACLQHLACLQDINKDDYKIILNTAVAEFFKSNQTTTDNLRQTLNQLKNQVHSAVEEMDGLDDVENSMLYYNQAVILYHLRQYTEAISVGEKLYQFIEPFEEKFAQAVCFLLVDLYILTYQAEKALHLLAVLEKMISQGNNNKNGKNETGNNNNKDGSNHKAESGALIEAAKSKIHQYKVRAYIQMKSLKACKREIKSVMNTAGNSAPSLFLKSNFEYLRGNYRKAVKLLNSSNIAEHPGFMKTGECLRCMFWNNLG.... Result: 0 (no interaction). (7) The miRNA is mmu-miR-299a-3p with sequence UAUGUGGGACGGUAAACCGCUU. The protein sequence of the target gene is MGCRDVHAATVLSFLCGIASVAGLFAGTLLPNWRKLRLITFNRNEKNLTIYTGLWVKCARYDGSSDCLMYDRTWYLSVDQLDLRVLQFALPLSIVIAMGALLLCLIGMCNTAFNSSVPNIKLAKCLVNSAGCHLVAGLLFFLAGTVSLSPSIWAIFYNSHLNRKFEPVFTFDYAVFVTIASSGGLFMTALLLFVWYCACKSLSSPFWQPLYSHAPGMHTYSQPYSSRSRLSAIEIDIPVVSHST. Result: 0 (no interaction). (8) The miRNA is mmu-miR-1931 with sequence AUGCAAGGGCUGGUGCGAUGGC. The protein sequence of the target gene is MAGPAAAFRRLGALSGAAALGFASYGAHGAQFPDAYGKELFDKANKHHFLHSLALLGVPHCRKPLWAGLLLASGTTLFCTSFYYQALSGDPSIQTLAPAGGTLLLLGWLALAL. Result: 0 (no interaction). (9) The miRNA is mmu-miR-15a-5p with sequence UAGCAGCACAUAAUGGUUUGUG. The protein sequence of the target gene is MFSLPRGFEPPAPEDLGRQSSAELRERLRRQERLLRNEKFICKLPDKGKKISDTVAKLKAAISEREEVRGRSELFHPVSVDCKLRQKATTRADTDVDKAQSSDLMLDTSSLDPDCSSIDIKSSKSTSETQGPTHLTHRGNEETLEAGYTVNSSPAAHIRARAPSSEVKEHLPQHSVSSQEEEISSSIDSLFITKLQKITIADQSEPSEENTSTENFPELQSETPKKPHYMKVLEMRARNPVPPPHKFKTNVLPTQQSDSPSHCQRGQSPASSEEQRRRARQHLDDITAARLLPLHHLPAQ.... Result: 1 (interaction). (10) The miRNA is mmu-miR-1894-3p with sequence GCAAGGGAGAGGGUGAAGGGAG. The protein sequence of the target gene is MRPVRENSSGARSPRVPADLARSILISLPFPPDSLAHRPPSSAPTESQGLFTVAAPAPGAPSPPATLAHLLPAPAMYSLLETELKNPVGTPTQAAGTGGPAAPGGAGKSSANAAGGANSGGGSSGGASGGGGGTDQDRVKRPMNAFMVWSRGQRRKMALENPKMHNSEISKRLGADWKLLTDAEKRPFIDEAKRLRAVHMKEYPDYKYRPRRKTKTLLKKDKYSLPSGLLPPGAAAAAAAAAAAAAAASSPVGVGQRLDTYTHVNGWANGAYSLVQEQLGYAQPPSMSSPPPPPALPPMH.... Result: 0 (no interaction).